Dataset: Orexin1 receptor HTS with 218,158 compounds and 233 confirmed actives. Task: Binary Classification. Given a drug SMILES string, predict its activity (active/inactive) in a high-throughput screening assay against a specified biological target. (1) The molecule is o1c2c(c(=O)c(c3cc(OC)c(OC)cc3)c1C(OCC)=O)ccc(OC(=O)C)c2. The result is 0 (inactive). (2) The result is 0 (inactive). The compound is Brc1ccc(NC(=S)NC2CCCC2)cc1. (3) The compound is s1c(C(=O)N2N=C(CC2c2ccccc2)c2ccccc2)ccc1. The result is 0 (inactive).